From a dataset of Experimentally validated miRNA-target interactions with 360,000+ pairs, plus equal number of negative samples. Binary Classification. Given a miRNA mature sequence and a target amino acid sequence, predict their likelihood of interaction. (1) The miRNA is hsa-miR-3135b with sequence GGCUGGAGCGAGUGCAGUGGUG. The protein sequence of the target gene is MMFRDQVGILAGWFKGWNECEQTVALLSLLKRVTRTQARFLQLCLEHSLADCNDIHLLESEANSAAIVSQWQQESKEKVVSLLLSHLPLLQPGNTEAKSEYMRLLQKVLAYSIESNAFIEESRQLLSYALIHPATTLEDRNALALWLSHLEERLASGFRSRPEPSYHSRQGSDEWGGPAELGPGEAGPGWQDKPPRENGHVPFHPSSSVPPAINSIGSNANTGLPCQIHPSPLKRSMSLIPTSPQVPGEWPSPEELGARAAFTTPDHAPLSPQSSVASSGSEQTEEQGSSRNTFQEDGSG.... Result: 1 (interaction). (2) The miRNA is hsa-miR-127-3p with sequence UCGGAUCCGUCUGAGCUUGGCU. The protein sequence of the target gene is MDKILEAVVTSSYPVSVKQGLVRRVLEAARQPLEREQCLALLALGARLYVGGAEELPRRVGCQLLHVAGRHHPDVFAEFFSARRVLRLLQGGAGPPGPRALACVQLGLQLLPEGPAADEVFALLRREVLRTVCERPGPAACAQVARLLARHPRCVPDGPHRLLFCQQLVRCLGRFRCPAEGEEGAVEFLEQAQQVSGLLAQLWRAQPAAILPCLKELFAVISCAEEEPPSSALASVVQHLPLELMDGVVRNLSNDDSVTDSQMLTAISRMIDWVSWPLGKNIDKWIIALLKGLAAVKKFS.... Result: 1 (interaction). (3) The miRNA is dme-miR-2a-3p with sequence UAUCACAGCCAGCUUUGAUGAGC. The protein sequence of the target gene is MDGFAGSLDDSISAASTSDVQDRLSALESRVQQQEDEITVLKAALADVLRRLAISEDHVASVKKSVSSKGQPSPRAVIPMSCITNGSGANRKPSHTSAVSIAGKETLSSAAKSGTEKKKEKPQGQREKKEESHSNDQSPQIRASPSPQPSSQPLQIHRQTPESKNATPTKSIKRPSPAEKSHNSWENSDDSRNKLSKIPSTPKLIPKVTKTADKHKDVIINQEGEYIKMFMRGRPITMFIPSDVDNYDDIRTELPPEKLKLEWAYGYRGKDCRANVYLLPTGKIVYFIASVVVLFNYEER.... Result: 0 (no interaction).